This data is from Full USPTO retrosynthesis dataset with 1.9M reactions from patents (1976-2016). The task is: Predict the reactants needed to synthesize the given product. (1) Given the product [Br:1][C:2]1[CH:10]=[C:9]([CH2:11][CH3:12])[CH:8]=[C:7]2[C:3]=1[CH2:4][CH:5]([CH3:14])[CH:6]2[O:13][CH3:20], predict the reactants needed to synthesize it. The reactants are: [Br:1][C:2]1[CH:10]=[C:9]([CH2:11][CH3:12])[CH:8]=[C:7]2[C:3]=1[CH2:4][CH:5]([CH3:14])[C:6]2=[O:13].[BH4-].[Na+].[OH-].[K+].N[C@H:20](C(O)=O)CCSC. (2) Given the product [Cl:1][C:2]1[C:3]([F:26])=[C:4]([NH:8][C:9]2[C:18]3[C:13](=[CH:14][C:15]([O:24][CH3:25])=[C:16]([CH2:19][N:20]([CH:21]([CH3:23])[CH3:22])[C@H:32]([C:30]([OH:29])=[O:31])[CH3:33])[CH:17]=3)[N:12]=[CH:11][N:10]=2)[CH:5]=[CH:6][CH:7]=1, predict the reactants needed to synthesize it. The reactants are: [Cl:1][C:2]1[C:3]([F:26])=[C:4]([NH:8][C:9]2[C:18]3[C:13](=[CH:14][C:15]([O:24][CH3:25])=[C:16]([CH2:19][NH:20][CH:21]([CH3:23])[CH3:22])[CH:17]=3)[N:12]=[CH:11][N:10]=2)[CH:5]=[CH:6][CH:7]=1.CC[O:29][C:30]([C@H:32](OS(C(F)(F)F)(=O)=O)[CH3:33])=[O:31]. (3) The reactants are: [C:1]([BH3-])#N.[Na+].Cl.[Cl:6][C:7]1[CH:12]=[CH:11][C:10]([C:13]2[S:38][C:16]3[C:17](=[O:37])[N:18]([C:21]4[CH:22]=[N:23][C:24]([N:27]5[CH2:31][CH2:30][C@@H:29]([NH:32][CH2:33][CH:34]([F:36])[F:35])[CH2:28]5)=[CH:25][CH:26]=4)[CH:19]=[CH:20][C:15]=3[CH:14]=2)=[CH:9][CH:8]=1.C(O)(=O)C.C=O. Given the product [Cl:6][C:7]1[CH:12]=[CH:11][C:10]([C:13]2[S:38][C:16]3[C:17](=[O:37])[N:18]([C:21]4[CH:22]=[N:23][C:24]([N:27]5[CH2:31][CH2:30][C@@H:29]([N:32]([CH2:33][CH:34]([F:36])[F:35])[CH3:1])[CH2:28]5)=[CH:25][CH:26]=4)[CH:19]=[CH:20][C:15]=3[CH:14]=2)=[CH:9][CH:8]=1, predict the reactants needed to synthesize it. (4) Given the product [Cl:1][C:2]1[CH:3]=[CH:4][C:5]([C:8]2[CH:9]=[C:10]([NH:20][C:21](=[O:25])[CH2:22][CH2:23][CH3:24])[CH:11]=[N:12][C:13]=2[O:14][CH2:15][C:16]([F:17])([F:18])[F:19])=[CH:6][CH:7]=1, predict the reactants needed to synthesize it. The reactants are: [Cl:1][C:2]1[CH:7]=[CH:6][C:5]([C:8]2[CH:9]=[C:10]([NH2:20])[CH:11]=[N:12][C:13]=2[O:14][CH2:15][C:16]([F:19])([F:18])[F:17])=[CH:4][CH:3]=1.[C:21](O)(=[O:25])[CH2:22][CH2:23][CH3:24]. (5) Given the product [Cl:19][C:20]1[CH:21]=[CH:22][C:23]([N:26]2[CH:30]=[CH:29][C:28]([O:31][CH2:2][C:3]3[C:8]([O:9][CH2:10][CH3:11])=[CH:7][CH:6]=[CH:5][C:4]=3[N:12]3[C:16](=[O:17])[N:15]([CH3:18])[N:14]=[N:13]3)=[N:27]2)=[CH:24][CH:25]=1, predict the reactants needed to synthesize it. The reactants are: Br[CH2:2][C:3]1[C:8]([O:9][CH2:10][CH3:11])=[CH:7][CH:6]=[CH:5][C:4]=1[N:12]1[C:16](=[O:17])[N:15]([CH3:18])[N:14]=[N:13]1.[Cl:19][C:20]1[CH:25]=[CH:24][C:23]([N:26]2[CH:30]=[CH:29][C:28]([OH:31])=[N:27]2)=[CH:22][CH:21]=1.C(=O)([O-])[O-].[K+].[K+].C(#N)C. (6) Given the product [C:1]([O:5][C:6]([N:8]([C:30]([O:32][C:33]([CH3:36])([CH3:35])[CH3:34])=[O:31])[C@H:9]([C:22]([O:24][CH:25]1[CH2:26][CH2:27][CH2:28][CH2:29]1)=[O:23])[CH2:10][CH2:11][C:12]([O:14][CH2:15][C:16]1[CH:21]=[CH:20][CH:19]=[CH:18][CH:17]=1)=[O:13])=[O:7])([CH3:4])([CH3:2])[CH3:3], predict the reactants needed to synthesize it. The reactants are: [C:1]([O:5][C:6]([NH:8][C@H:9]([C:22]([O:24][CH:25]1[CH2:29][CH2:28][CH2:27][CH2:26]1)=[O:23])[CH2:10][CH2:11][C:12]([O:14][CH2:15][C:16]1[CH:21]=[CH:20][CH:19]=[CH:18][CH:17]=1)=[O:13])=[O:7])([CH3:4])([CH3:3])[CH3:2].[C:30](O[C:30]([O:32][C:33]([CH3:36])([CH3:35])[CH3:34])=[O:31])([O:32][C:33]([CH3:36])([CH3:35])[CH3:34])=[O:31]. (7) Given the product [CH3:16][O:17][C:18](=[O:34])[CH:19]([C:20]1[CH:21]=[C:22]([C:30]([F:33])([F:31])[F:32])[CH:23]=[C:24]([C:26]([F:28])([F:29])[F:27])[CH:25]=1)[CH2:43][C:39]1[C:40]([Cl:42])=[N:41][C:36]([Cl:35])=[N:37][CH:38]=1, predict the reactants needed to synthesize it. The reactants are: C(NC1CCCCC1)(C)C.C([Li])CCC.[CH3:16][O:17][C:18](=[O:34])[CH2:19][C:20]1[CH:25]=[C:24]([C:26]([F:29])([F:28])[F:27])[CH:23]=[C:22]([C:30]([F:33])([F:32])[F:31])[CH:21]=1.[Cl:35][C:36]1[N:41]=[C:40]([Cl:42])[C:39]([CH2:43]I)=[CH:38][N:37]=1. (8) The reactants are: [F:1][C:2]1[CH:7]=[CH:6][CH:5]=[CH:4][C:3]=1[N:8]1[C:12]([CH2:13][CH2:14][CH2:15][CH2:16][O:17][CH3:18])=[C:11]([C:19]([N:21]([CH2:43][CH:44]([CH3:46])[CH3:45])[C@H:22]2[CH2:27][C@@H:26]([C:28]([N:30]3[CH2:35][CH2:34][O:33][CH2:32][CH2:31]3)=[O:29])[CH2:25][N:24](C(OC(C)(C)C)=O)[CH2:23]2)=[O:20])[N:10]=[N:9]1.C(OCC)(=O)C.[ClH:53]. Given the product [ClH:53].[F:1][C:2]1[CH:7]=[CH:6][CH:5]=[CH:4][C:3]=1[N:8]1[C:12]([CH2:13][CH2:14][CH2:15][CH2:16][O:17][CH3:18])=[C:11]([C:19]([N:21]([CH2:43][CH:44]([CH3:46])[CH3:45])[C@H:22]2[CH2:27][C@@H:26]([C:28]([N:30]3[CH2:35][CH2:34][O:33][CH2:32][CH2:31]3)=[O:29])[CH2:25][NH:24][CH2:23]2)=[O:20])[N:10]=[N:9]1, predict the reactants needed to synthesize it. (9) Given the product [O:21]1[C:20]2([CH2:19][CH2:18][N:17]([C:14]3[CH:15]=[CH:16][C:11]([CH2:10][N:9]([OH:8])[C:6]([NH2:5])=[O:7])=[CH:12][CH:13]=3)[CH2:26][CH2:25]2)[O:24][CH2:23][CH2:22]1, predict the reactants needed to synthesize it. The reactants are: C[Si]([N:5]=[C:6]=[O:7])(C)C.[OH:8][NH:9][CH2:10][C:11]1[CH:16]=[CH:15][C:14]([N:17]2[CH2:26][CH2:25][C:20]3([O:24][CH2:23][CH2:22][O:21]3)[CH2:19][CH2:18]2)=[CH:13][CH:12]=1.C1COCC1.O1CCOCC1. (10) Given the product [F:29][C:30]1[CH:37]=[CH:36][C:33]([CH:34]([OH:35])[C:22]2[O:21][CH:25]=[CH:24][C:23]=2[C:26]([OH:28])=[O:27])=[CH:32][CH:31]=1, predict the reactants needed to synthesize it. The reactants are: C([N-]C(C)C)(C)C.[Li+].C(NC(C)C)(C)C.C([Li])CCC.[O:21]1[CH:25]=[CH:24][C:23]([C:26]([OH:28])=[O:27])=[CH:22]1.[F:29][C:30]1[CH:37]=[CH:36][C:33]([CH:34]=[O:35])=[CH:32][CH:31]=1.